From a dataset of Reaction yield outcomes from USPTO patents with 853,638 reactions. Predict the reaction yield, written as a fraction of the theoretical maximum amount of product (1.0 means a 100% yield; for example, 0.34 means a 34% yield). (1) The reactants are [NH2:1][C:2]1[N:3]([C:8]2[C:17]3[C:12](=[CH:13][CH:14]=[CH:15][CH:16]=3)[C:11]([CH:18]3[CH2:20][CH2:19]3)=[CH:10][CH:9]=2)[C:4]([SH:7])=[N:5][N:6]=1.[Cl:21][C:22]1[CH:23]=[C:24]([CH:28]=[CH:29][C:30]=1[NH:31][C:32](=[O:35])[CH2:33]Cl)[C:25]([OH:27])=[O:26].O. The catalyst is CN(C=O)C. The product is [NH2:1][C:2]1[N:3]([C:8]2[C:17]3[C:12](=[CH:13][CH:14]=[CH:15][CH:16]=3)[C:11]([CH:18]3[CH2:20][CH2:19]3)=[CH:10][CH:9]=2)[C:4]([S:7][CH2:33][C:32]([NH:31][C:30]2[CH:29]=[CH:28][C:24]([C:25]([OH:27])=[O:26])=[CH:23][C:22]=2[Cl:21])=[O:35])=[N:5][N:6]=1. The yield is 0.750. (2) The reactants are [Cl:1][C:2]1[C:11]([O:12][CH3:13])=[CH:10][C:5]([C:6](OC)=[O:7])=[CH:4][C:3]=1/[CH:14]=[CH:15]/[C:16]1[CH:17]=[N:18][C:19]([NH:22][C:23]2[CH:28]=[CH:27][C:26]([N:29]3[CH2:34][C@@H:33]([CH3:35])[NH:32][C@@H:31]([CH3:36])[CH2:30]3)=[CH:25][CH:24]=2)=[N:20][CH:21]=1.[CH3:37][NH2:38]. No catalyst specified. The product is [Cl:1][C:2]1[C:11]([O:12][CH3:13])=[CH:10][C:5]([C:6]([NH:38][CH3:37])=[O:7])=[CH:4][C:3]=1/[CH:14]=[CH:15]/[C:16]1[CH:17]=[N:18][C:19]([NH:22][C:23]2[CH:28]=[CH:27][C:26]([N:29]3[CH2:30][C@@H:31]([CH3:36])[NH:32][C@@H:33]([CH3:35])[CH2:34]3)=[CH:25][CH:24]=2)=[N:20][CH:21]=1. The yield is 0.581. (3) The catalyst is CN(C=O)C. The product is [Br:13][C:14]1[CH:15]=[C:16]([O:21][CH2:22][CH3:23])[C:17]([O:10][CH2:9][C:6]2[CH:7]=[CH:8][C:3]([O:2][CH3:1])=[CH:4][CH:5]=2)=[N:18][CH:19]=1. The reactants are [CH3:1][O:2][C:3]1[CH:8]=[CH:7][C:6]([CH2:9][OH:10])=[CH:5][CH:4]=1.[H-].[Na+].[Br:13][C:14]1[CH:15]=[C:16]([O:21][CH2:22][CH3:23])[C:17](Cl)=[N:18][CH:19]=1. The yield is 0.680.